This data is from Catalyst prediction with 721,799 reactions and 888 catalyst types from USPTO. The task is: Predict which catalyst facilitates the given reaction. (1) Reactant: [Cl:1][C:2]1[CH:3]=[C:4]([CH2:17][N:18]2[C:22]([CH3:23])=[CH:21][C:20]([C:24]([NH:26][C@@H:27]3[CH2:31][CH2:30][N:29](C(OC(C)(C)C)=O)[CH2:28]3)=[O:25])=[N:19]2)[C:5]2[O:9][C:8]([C:10]3[CH:15]=[CH:14][CH:13]=[CH:12][CH:11]=3)=[CH:7][C:6]=2[CH:16]=1.Cl. Product: [Cl:1][C:2]1[CH:3]=[C:4]([CH2:17][N:18]2[C:22]([CH3:23])=[CH:21][C:20]([C:24]([NH:26][C@@H:27]3[CH2:31][CH2:30][NH:29][CH2:28]3)=[O:25])=[N:19]2)[C:5]2[O:9][C:8]([C:10]3[CH:15]=[CH:14][CH:13]=[CH:12][CH:11]=3)=[CH:7][C:6]=2[CH:16]=1. The catalyst class is: 12. (2) Reactant: I[C:2]1[C:10]2[O:9][CH:8]=[CH:7][C:6]=2[CH:5]=[C:4]([N+:11]([O-:13])=[O:12])[CH:3]=1.[CH3:14]C1C=CC=CC=1P(C1C=CC=CC=1C)C1C=CC=CC=1C.[Sn](C)(C)(C)C.CCN(CC)CC. Product: [CH3:14][C:2]1[C:10]2[O:9][CH:8]=[CH:7][C:6]=2[CH:5]=[C:4]([N+:11]([O-:13])=[O:12])[CH:3]=1. The catalyst class is: 416. (3) Reactant: [OH-].[Na+].C([O:5][C:6](=[O:26])/[CH:7]=[CH:8]/[C:9]1[CH:14]=[CH:13][C:12]([O:15][CH2:16][C:17]2[C:22]([CH3:23])=[N:21][C:20]([CH3:24])=[C:19]([CH3:25])[N:18]=2)=[CH:11][CH:10]=1)C. Product: [CH3:23][C:22]1[C:17]([CH2:16][O:15][C:12]2[CH:13]=[CH:14][C:9](/[CH:8]=[CH:7]/[C:6]([OH:26])=[O:5])=[CH:10][CH:11]=2)=[N:18][C:19]([CH3:25])=[C:20]([CH3:24])[N:21]=1. The catalyst class is: 6. (4) Reactant: [Cl:1][C:2]1[C:3]2[N:4]([C:8]([CH:12]3[CH2:15][C:14](=[O:16])[CH2:13]3)=[N:9][C:10]=2[I:11])[CH:5]=[CH:6][N:7]=1.[BH4-].[Na+]. Product: [Cl:1][C:2]1[C:3]2[N:4]([C:8]([CH:12]3[CH2:13][CH:14]([OH:16])[CH2:15]3)=[N:9][C:10]=2[I:11])[CH:5]=[CH:6][N:7]=1. The catalyst class is: 100. (5) Product: [F:18][C:16]1[CH:17]=[C:12]([C@@H:10]([CH3:11])[CH2:9][OH:8])[C:13]([O:19][CH3:20])=[CH:14][C:15]=1[B:26]([OH:31])[OH:27]. Reactant: C([Si]([O:8][CH2:9][C@@H:10]([C:12]1[CH:17]=[C:16]([F:18])[CH:15]=[CH:14][C:13]=1[O:19][CH3:20])[CH3:11])(C)C)(C)(C)C.C([Li])(CC)C.[B:26](OC(C)C)([O:31]C(C)C)[O:27]C(C)C. The catalyst class is: 1. (6) Reactant: [Cl:1][C:2]1[CH:3]=[C:4]([F:13])[C:5]([C:8]([CH3:12])([CH3:11])[C:9]#[N:10])=[N:6][CH:7]=1. Product: [Cl:1][C:2]1[CH:3]=[C:4]([F:13])[C:5]([C:8]([CH3:11])([CH3:12])[CH2:9][NH2:10])=[N:6][CH:7]=1. The catalyst class is: 7. (7) Reactant: [NH2:1][C:2]1[C:10]([N+:11]([O-])=O)=[CH:9][C:5]([C:6]([NH2:8])=[O:7])=[CH:4][N:3]=1. Product: [NH2:11][C:10]1[C:2]([NH2:1])=[N:3][CH:4]=[C:5]([CH:9]=1)[C:6]([NH2:8])=[O:7]. The catalyst class is: 24. (8) Reactant: [I:1][C:2]1[CH:3]=[C:4]2[C:9](=[CH:10][CH:11]=1)[N:8]=[CH:7][C:6]([O:12][CH:13]([O:18][CH3:19])[C:14]([O:16]C)=[O:15])=[CH:5]2.O.[OH-].[Li+]. Product: [I:1][C:2]1[CH:3]=[C:4]2[C:9](=[CH:10][CH:11]=1)[N:8]=[CH:7][C:6]([O:12][CH:13]([O:18][CH3:19])[C:14]([OH:16])=[O:15])=[CH:5]2. The catalyst class is: 30. (9) Reactant: [C:1]1([C:7]2[N:11]([S:12]([C:15]3[CH:20]=[CH:19][CH:18]=[C:17]([O:21][CH2:22][C:23]([NH:25][CH:26]4[CH2:28][CH2:27]4)=[O:24])[CH:16]=3)(=[O:14])=[O:13])[CH:10]=[C:9]([CH2:29][N:30](C)[C:31](=O)OC(C)(C)C)[CH:8]=2)[CH2:6][CH2:5][CH2:4][CH2:3][CH:2]=1.FC(F)(F)C(O)=O. Product: [C:1]1([C:7]2[N:11]([S:12]([C:15]3[CH:16]=[C:17]([CH:18]=[CH:19][CH:20]=3)[O:21][CH2:22][C:23]([NH:25][CH:26]3[CH2:27][CH2:28]3)=[O:24])(=[O:13])=[O:14])[CH:10]=[C:9]([CH2:29][NH:30][CH3:31])[CH:8]=2)[CH2:6][CH2:5][CH2:4][CH2:3][CH:2]=1. The catalyst class is: 4. (10) Reactant: [NH2:1][C:2]1[CH:7]=[C:6]([N:8]2[CH2:12][CH2:11][CH2:10][S:9]2(=[O:14])=[O:13])[CH:5]=[CH:4][C:3]=1[C:15]([N:17]1[CH2:22][CH2:21][N:20]([C:23]2[CH:28]=[CH:27][C:26]([CH3:29])=[CH:25][C:24]=2[CH3:30])[CH2:19][CH2:18]1)=[O:16].[C:31](O[C:31]([O:33][C:34]([CH3:37])([CH3:36])[CH3:35])=[O:32])([O:33][C:34]([CH3:37])([CH3:36])[CH3:35])=[O:32]. Product: [C:34]([O:33][C:31](=[O:32])[NH:1][C:2]1[CH:7]=[C:6]([N:8]2[CH2:12][CH2:11][CH2:10][S:9]2(=[O:14])=[O:13])[CH:5]=[CH:4][C:3]=1[C:15]([N:17]1[CH2:22][CH2:21][N:20]([C:23]2[CH:28]=[CH:27][C:26]([CH3:29])=[CH:25][C:24]=2[CH3:30])[CH2:19][CH2:18]1)=[O:16])([CH3:37])([CH3:36])[CH3:35]. The catalyst class is: 112.